From a dataset of Catalyst prediction with 721,799 reactions and 888 catalyst types from USPTO. Predict which catalyst facilitates the given reaction. (1) Reactant: Br[C:2]1[CH:9]=[C:8]([NH:10][CH:11]2[CH2:16][CH2:15][CH:14]([OH:17])[CH2:13][CH2:12]2)[C:5]([C:6]#[N:7])=[C:4]([F:18])[CH:3]=1.[CH3:19][C:20]1([CH3:34])[CH2:28][C:27]2[NH:26][CH:25]=[C:24]([C:29]([F:32])([F:31])[F:30])[C:23]=2[C:22](=[O:33])[CH2:21]1.C([O-])([O-])=O.[K+].[K+].CNCCNC. Product: [CH3:19][C:20]1([CH3:34])[CH2:28][C:27]2[N:26]([C:2]3[CH:9]=[C:8]([NH:10][CH:11]4[CH2:16][CH2:15][CH:14]([OH:17])[CH2:13][CH2:12]4)[C:5]([C:6]#[N:7])=[C:4]([F:18])[CH:3]=3)[CH:25]=[C:24]([C:29]([F:32])([F:30])[F:31])[C:23]=2[C:22](=[O:33])[CH2:21]1. The catalyst class is: 185. (2) Reactant: [Cl:1][C:2]1[CH:7]=[CH:6][CH:5]=[C:4]([CH3:8])[C:3]=1[NH:9][C:10]1[O:11][C:12]2[C:18]([F:19])=[C:17]([CH2:20][C:21]([O:23]C)=[O:22])[CH:16]=[CH:15][C:13]=2[N:14]=1.[OH-].[Na+]. Product: [Cl:1][C:2]1[CH:7]=[CH:6][CH:5]=[C:4]([CH3:8])[C:3]=1[NH:9][C:10]1[O:11][C:12]2[C:18]([F:19])=[C:17]([CH2:20][C:21]([OH:23])=[O:22])[CH:16]=[CH:15][C:13]=2[N:14]=1. The catalyst class is: 36. (3) Reactant: C(O)C.[Cl:4][C:5]1[CH:6]=[C:7]([C:11]2[C:16]([O:17][CH3:18])=[CH:15][CH:14]=[C:13]([CH2:19][C:20]3[CH:25]=[CH:24][C:23]([N+:26]([O-])=O)=[CH:22][CH:21]=3)[C:12]=2[F:29])[CH:8]=[CH:9][CH:10]=1. Product: [Cl:4][C:5]1[CH:6]=[C:7]([C:11]2[C:16]([O:17][CH3:18])=[CH:15][CH:14]=[C:13]([CH2:19][C:20]3[CH:21]=[CH:22][C:23]([NH2:26])=[CH:24][CH:25]=3)[C:12]=2[F:29])[CH:8]=[CH:9][CH:10]=1. The catalyst class is: 150. (4) The catalyst class is: 14. Reactant: [Cl:1][C:2]1[N:7]=[C:6]([CH2:8][C:9]2[CH:14]=[CH:13][C:12]([N+:15]([O-])=O)=[CH:11][CH:10]=2)[N:5]2[CH:18]=[CH:19][N:20]=[C:4]2[C:3]=1[CH2:21][C:22]([O:24][CH3:25])=[O:23].O.O.Cl[Sn]Cl.C([O-])(O)=O.[Na+].CCOC(C)=O. Product: [Cl:1][C:2]1[N:7]=[C:6]([CH2:8][C:9]2[CH:14]=[CH:13][C:12]([NH2:15])=[CH:11][CH:10]=2)[N:5]2[CH:18]=[CH:19][N:20]=[C:4]2[C:3]=1[CH2:21][C:22]([O:24][CH3:25])=[O:23]. (5) Reactant: [S:1]1[C:5]([C@H:6]([O:31][CH:32]2[CH2:37][CH2:36][CH2:35][CH2:34][O:33]2)/[CH:7]=[CH:8]/[C@H:9]2[C@H:13]([O:14][CH:15]3[CH2:20][CH2:19][CH2:18][CH2:17][O:16]3)[CH2:12][C@H:11]([OH:21])[C@@H:10]2[CH2:22]/[CH:23]=[CH:24]\[CH2:25][CH2:26][CH2:27][C:28]([OH:30])=[O:29])=[CH:4][C:3]2[CH:38]=[CH:39][CH:40]=[CH:41][C:2]1=2.CC(OI1(OC(C)=O)(OC(C)=O)OC(=O)C2C=CC=CC1=2)=O. Product: [S:1]1[C:5]([C@H:6]([O:31][CH:32]2[CH2:37][CH2:36][CH2:35][CH2:34][O:33]2)/[CH:7]=[CH:8]/[C@H:9]2[C@H:13]([O:14][CH:15]3[CH2:20][CH2:19][CH2:18][CH2:17][O:16]3)[CH2:12][C:11](=[O:21])[C@@H:10]2[CH2:22]/[CH:23]=[CH:24]\[CH2:25][CH2:26][CH2:27][C:28]([OH:30])=[O:29])=[CH:4][C:3]2[CH:38]=[CH:39][CH:40]=[CH:41][C:2]1=2. The catalyst class is: 2. (6) Reactant: [CH2:1]([C:5]1[CH:6]=[C:7]([CH2:10][CH2:11][C:12]([O:14]CC)=[O:13])[NH:8][CH:9]=1)[CH2:2][CH2:3]C.Cl.C[CH2:19][O:20]C(C)=O. Product: [CH:19]([C:9]1[NH:8][C:7]([CH2:10][CH2:11][C:12]([OH:14])=[O:13])=[CH:6][C:5]=1[CH2:1][CH2:2][CH3:3])=[O:20]. The catalyst class is: 74. (7) Reactant: C1(C)C=CC(S(O)(=O)=O)=CC=1.[CH:12]1([C:18]2[C:19]3[CH:20]=[CH:21][C:22]([C:38]([O:40][CH3:41])=[O:39])=[CH:23][C:24]=3[N:25]3[CH2:31][C@H:30]([OH:32])[C@H:29](O)[C:28]4[CH:34]=[CH:35][CH:36]=[CH:37][C:27]=4[C:26]=23)[CH2:17][CH2:16][CH2:15][CH2:14][CH2:13]1.O. Product: [CH:12]1([C:18]2[C:19]3[CH:20]=[CH:21][C:22]([C:38]([O:40][CH3:41])=[O:39])=[CH:23][C:24]=3[N:25]3[CH2:31][C:30](=[O:32])[CH2:29][C:28]4[CH:34]=[CH:35][CH:36]=[CH:37][C:27]=4[C:26]=23)[CH2:13][CH2:14][CH2:15][CH2:16][CH2:17]1. The catalyst class is: 133.